This data is from Catalyst prediction with 721,799 reactions and 888 catalyst types from USPTO. The task is: Predict which catalyst facilitates the given reaction. Reactant: [N:1]1[CH:6]=[CH:5][CH:4]=[C:3]([CH:7]=[C:8]2[C:13](=[O:14])[CH:12]3[CH2:15][CH2:16][N:9]2[CH2:10][CH2:11]3)[CH:2]=1. Product: [N:1]1[CH:6]=[CH:5][CH:4]=[C:3]([CH2:7][CH:8]2[CH:13]([OH:14])[CH:12]3[CH2:11][CH2:10][N:9]2[CH2:16][CH2:15]3)[CH:2]=1. The catalyst class is: 227.